This data is from Peptide-MHC class II binding affinity with 134,281 pairs from IEDB. The task is: Regression. Given a peptide amino acid sequence and an MHC pseudo amino acid sequence, predict their binding affinity value. This is MHC class II binding data. (1) The peptide sequence is AAATAGTWVYGAFAA. The MHC is HLA-DPA10103-DPB10601 with pseudo-sequence HLA-DPA10103-DPB10601. The binding affinity (normalized) is 0.291. (2) The peptide sequence is ERIKSEYMTSWFYDN. The binding affinity (normalized) is 0.476. The MHC is DRB1_0901 with pseudo-sequence DRB1_0901. (3) The peptide sequence is GIVTMLSPMLHHWIK. The MHC is DRB4_0103 with pseudo-sequence DRB4_0103. The binding affinity (normalized) is 0.733. (4) The peptide sequence is GDEQKLRSAGELELQFRRVK. The MHC is DRB1_0301 with pseudo-sequence DRB1_0301. The binding affinity (normalized) is 0.250. (5) The binding affinity (normalized) is 0.563. The MHC is DRB1_0802 with pseudo-sequence DRB1_0802. The peptide sequence is VWEVKSSKPLVGPFN. (6) The binding affinity (normalized) is 0. The MHC is HLA-DPA10103-DPB10301 with pseudo-sequence HLA-DPA10103-DPB10301. The peptide sequence is MKDLDEPGHLAPTGM.